This data is from Forward reaction prediction with 1.9M reactions from USPTO patents (1976-2016). The task is: Predict the product of the given reaction. (1) The product is: [F:70][C:71]([F:80])([F:81])[C@H:72]([C:74]1[CH:79]=[CH:78][CH:77]=[CH:76][CH:75]=1)[OH:73]. Given the reactants P([O-])(O)(O)=O.[K+].P([O-])([O-])(O)=O.[K+].[K+].C1C=[N+]([C@@H]2O[C@H](COP(OP(OC[C@H]3O[C@@H](N4C5N=CN=C(N)C=5N=C4)[C@H](O)[C@@H]3O)(O)=O)(O)=O)[C@@H](O)[C@H]2O)C=C(C(N)=O)C=1.O=C[C@@H]([C@H]([C@@H]([C@@H](CO)O)O)O)O.[F:70][C:71]([F:81])([F:80])[C:72]([C:74]1[CH:79]=[CH:78][CH:77]=[CH:76][CH:75]=1)=[O:73].C(=O)([O-])[O-].[Na+].[Na+], predict the reaction product. (2) Given the reactants [CH2:1]1[C:10]2[C:5](=[CH:6][C:7]([N:11]3[CH2:15][C@H:14]([CH2:16][NH:17][C:18](=[O:20])[CH3:19])[O:13][C:12]3=[O:21])=[CH:8][CH:9]=2)[CH2:4][CH2:3][NH:2]1.CCN=C=NCCCN(C)C.Cl.[CH:34](O)=[O:35], predict the reaction product. The product is: [CH:34]([N:2]1[CH2:3][CH2:4][C:5]2[C:10](=[CH:9][CH:8]=[C:7]([N:11]3[CH2:15][C@H:14]([CH2:16][NH:17][C:18](=[O:20])[CH3:19])[O:13][C:12]3=[O:21])[CH:6]=2)[CH2:1]1)=[O:35]. (3) The product is: [Cl:25][C:18]1[N:17]=[N:16][CH:15]=[C:14]([C:10]2[CH:9]=[C:8]([C:5]3[C:4]([C:21]#[N:22])=[CH:3][C:2]([F:1])=[CH:7][CH:6]=3)[CH:13]=[CH:12][CH:11]=2)[CH:19]=1. Given the reactants [F:1][C:2]1[CH:3]=[C:4]([C:21]#[N:22])[C:5]([C:8]2[CH:13]=[CH:12][CH:11]=[C:10]([C:14]3[CH:15]=[N:16][NH:17][C:18](=O)[CH:19]=3)[CH:9]=2)=[CH:6][CH:7]=1.P(Cl)(Cl)([Cl:25])=O, predict the reaction product. (4) Given the reactants [NH2:1][C:2]1[N:6]([C:7]2[CH:12]=[CH:11][C:10]([F:13])=[CH:9][CH:8]=2)[N:5]=[CH:4][C:3]=1[C:14]([NH:16][CH2:17][C:18]1([C:21]([F:24])([F:23])[F:22])[CH2:20][O:19]1)=[O:15].Cl.[F:26][CH2:27][CH2:28][NH2:29].C(N(CC)CC)C, predict the reaction product. The product is: [NH2:1][C:2]1[N:6]([C:7]2[CH:12]=[CH:11][C:10]([F:13])=[CH:9][CH:8]=2)[N:5]=[CH:4][C:3]=1[C:14]([NH:16][CH2:17][C:18]([CH2:20][NH:29][CH2:28][CH2:27][F:26])([OH:19])[C:21]([F:23])([F:22])[F:24])=[O:15]. (5) Given the reactants [CH:1]1([CH2:6][CH:7]([C:11]2[CH:16]=[CH:15][C:14]([N+:17]([O-:19])=[O:18])=[CH:13][CH:12]=2)[C:8]([OH:10])=O)[CH2:5][CH2:4][CH2:3][CH2:2]1.C(Cl)(=O)C(Cl)=O.[NH2:26][C:27]1[CH:32]=[CH:31][CH:30]=[CH:29][N:28]=1.C(N(CC)C(C)C)(C)C, predict the reaction product. The product is: [CH:1]1([CH2:6][CH:7]([C:11]2[CH:16]=[CH:15][C:14]([N+:17]([O-:19])=[O:18])=[CH:13][CH:12]=2)[C:8]([NH:26][C:27]2[CH:32]=[CH:31][CH:30]=[CH:29][N:28]=2)=[O:10])[CH2:2][CH2:3][CH2:4][CH2:5]1. (6) Given the reactants [CH2:1]1[C:3]2([CH2:7][C@@H:6]([CH2:8][OH:9])[NH:5][CH2:4]2)[CH2:2]1.[OH-].[Na+].[CH3:12][C:13]([O:16][C:17](O[C:17]([O:16][C:13]([CH3:15])([CH3:14])[CH3:12])=[O:18])=[O:18])([CH3:15])[CH3:14], predict the reaction product. The product is: [C:13]([O:16][C:17]([N:5]1[C@H:6]([CH2:8][OH:9])[CH2:7][C:3]2([CH2:2][CH2:1]2)[CH2:4]1)=[O:18])([CH3:15])([CH3:14])[CH3:12]. (7) Given the reactants [CH3:1][C:2]1[S:3][C:4]2[CH:10]=[CH:9][C:8]([C:11]([OH:13])=O)=[CH:7][C:5]=2[N:6]=1.[F:14][C:15]([F:24])([F:23])[C:16]1[CH:17]=[C:18]([CH:20]=[CH:21][CH:22]=1)[NH2:19].C(Cl)CCl, predict the reaction product. The product is: [CH3:1][C:2]1[S:3][C:4]2[CH:10]=[CH:9][C:8]([C:11]([NH:19][C:18]3[CH:20]=[CH:21][CH:22]=[C:16]([C:15]([F:14])([F:23])[F:24])[CH:17]=3)=[O:13])=[CH:7][C:5]=2[N:6]=1. (8) Given the reactants [Cl:1][C:2]1[N:6]2[CH:7]=[C:8]([C:15]3[CH:19]=[CH:18][O:17][CH:16]=3)[CH:9]=[C:10]([C:11]([F:14])([F:13])[F:12])[C:5]2=[N:4][C:3]=1[C:20](O)=[O:21].[Cl-].[NH4+:24], predict the reaction product. The product is: [Cl:1][C:2]1[N:6]2[CH:7]=[C:8]([C:15]3[CH:19]=[CH:18][O:17][CH:16]=3)[CH:9]=[C:10]([C:11]([F:14])([F:13])[F:12])[C:5]2=[N:4][C:3]=1[C:20]([NH2:24])=[O:21].